This data is from Reaction yield outcomes from USPTO patents with 853,638 reactions. The task is: Predict the reaction yield, written as a fraction of the theoretical maximum amount of product (1.0 means a 100% yield; for example, 0.34 means a 34% yield). (1) The reactants are I[C:2]1[CH:7]=[CH:6][C:5]([C:8]2[NH:9][C:10]([C@@H:13]3[CH2:17][CH2:16][CH2:15][N:14]3[C:18]([O:20][C:21]([CH3:24])([CH3:23])[CH3:22])=[O:19])=[N:11][N:12]=2)=[CH:4][CH:3]=1.[B:25]1([B:25]2[O:29][C:28]([CH3:31])([CH3:30])[C:27]([CH3:33])([CH3:32])[O:26]2)[O:29][C:28]([CH3:31])([CH3:30])[C:27]([CH3:33])([CH3:32])[O:26]1.CC([O-])=O.[K+].C(OCC)(=O)C.O. The catalyst is O1CCOCC1.C1C=CC([P]([Pd]([P](C2C=CC=CC=2)(C2C=CC=CC=2)C2C=CC=CC=2)([P](C2C=CC=CC=2)(C2C=CC=CC=2)C2C=CC=CC=2)[P](C2C=CC=CC=2)(C2C=CC=CC=2)C2C=CC=CC=2)(C2C=CC=CC=2)C2C=CC=CC=2)=CC=1. The product is [CH3:32][C:27]1([CH3:33])[C:28]([CH3:31])([CH3:30])[O:29][B:25]([C:2]2[CH:7]=[CH:6][C:5]([C:8]3[NH:9][C:10]([C@@H:13]4[CH2:17][CH2:16][CH2:15][N:14]4[C:18]([O:20][C:21]([CH3:24])([CH3:23])[CH3:22])=[O:19])=[N:11][N:12]=3)=[CH:4][CH:3]=2)[O:26]1. The yield is 0.770. (2) The reactants are [Cl-].[Al+3].[Cl-].[Cl-].[C:5](Cl)(=[O:7])[CH3:6].[Br:9][C:10]1[CH:11]=[C:12]2[C:17](=[CH:18][CH:19]=1)[O:16][C:15]([CH3:21])([CH3:20])[CH2:14][C:13]2([CH3:23])[CH3:22]. The catalyst is ClCCl. The product is [C:5]([C:18]1[CH:19]=[C:10]([Br:9])[CH:11]=[C:12]2[C:17]=1[O:16][C:15]([CH3:20])([CH3:21])[CH2:14][C:13]2([CH3:23])[CH3:22])(=[O:7])[CH3:6]. The yield is 0.830. (3) The reactants are C([O-])=O.[NH4+].[C:5]([N:8]1[CH2:13][CH2:12][N:11]([CH2:14][CH2:15][O:16][C:17]2[CH:22]=[CH:21][C:20]([CH:23]3[CH2:28][CH2:27][N:26]([C:29]4[CH:30]=[CH:31][C:32]5[N:33]([C:35]([C:38]([F:41])([F:40])[F:39])=[N:36][N:37]=5)[N:34]=4)[CH2:25][CH2:24]3)=[CH:19][CH:18]=2)[CH2:10][CH2:9]1)(=[O:7])[CH3:6].CCOCC. The catalyst is [Pd].CCO. The product is [C:5]([N:8]1[CH2:9][CH2:10][N:11]([CH2:14][CH2:15][O:16][C:17]2[CH:18]=[CH:19][C:20]([CH:23]3[CH2:24][CH2:25][N:26]([C:29]4[CH2:30][CH2:31][C:32]5[N:33]([C:35]([C:38]([F:39])([F:40])[F:41])=[N:36][N:37]=5)[N:34]=4)[CH2:27][CH2:28]3)=[CH:21][CH:22]=2)[CH2:12][CH2:13]1)(=[O:7])[CH3:6]. The yield is 0.750. (4) The reactants are Cl.Cl.C([C@]1(C([N:14]2[CH2:19][CH2:18][N:17]([C:20]3[CH:25]=[CH:24][CH:23]=[C:22]([C:26]([F:29])([F:28])[F:27])[N:21]=3)[CH2:16][CH2:15]2)=O)CC[C@@H](N)C1)(C)C.CC1C(=O)CCOC1.C(N(CC)CC)C.C(O[BH-](OC(=O)C)OC(=O)C)(=O)C.[Na+]. The catalyst is C(Cl)Cl.O. The product is [F:29][C:26]([F:27])([F:28])[C:22]1[N:21]=[C:20]([N:17]2[CH2:16][CH2:15][NH:14][CH2:19][CH2:18]2)[CH:25]=[CH:24][CH:23]=1. The yield is 0.790. (5) The catalyst is C(#N)C. The reactants are [CH2:1]([N:8]1[CH2:13][CH2:12][N:11]([CH2:14][C:15]2[N:24]=[C:23](Cl)[C:22]3[C:17](=[CH:18][CH:19]=[CH:20][CH:21]=3)[N:16]=2)[CH2:10][CH2:9]1)[C:2]1[CH:7]=[CH:6][CH:5]=[CH:4][CH:3]=1.[CH3:26][N:27]([CH3:32])[CH2:28][CH2:29][CH2:30][OH:31].C(=O)([O-])[O-].[K+].[K+]. The product is [CH2:1]([N:8]1[CH2:13][CH2:12][N:11]([CH2:14][C:15]2[N:24]=[C:23]([O:31][CH2:30][CH2:29][CH2:28][N:27]([CH3:32])[CH3:26])[C:22]3[C:17](=[CH:18][CH:19]=[CH:20][CH:21]=3)[N:16]=2)[CH2:10][CH2:9]1)[C:2]1[CH:7]=[CH:6][CH:5]=[CH:4][CH:3]=1. The yield is 0.500. (6) The reactants are [CH3:1][N:2]([CH2:18][C:19]1[CH:24]=[CH:23][CH:22]=[C:21]([C:25](=[O:59])[NH:26][C:27]2[CH:32]=[CH:31][C:30]([N:33]3[CH2:38][CH2:37][CH2:36][CH2:35][CH2:34]3)=[CH:29][C:28]=2[C:39]2[CH:44]=[C:43]([C:45](=[O:58])[NH:46][CH2:47][C:48]3[CH:53]=[CH:52][CH:51]=[C:50]([C:54]([F:57])([F:56])[F:55])[CH:49]=3)[CH:42]=[CH:41][N:40]=2)[CH:20]=1)[CH2:3][CH2:4][N:5]1[CH2:10][CH2:9][N:8]([C:11](OC(C)(C)C)=O)[CH2:7][CH2:6]1.ClCCl.C(O)(C(F)(F)F)=O.C(N(CC)CC)C.CS(Cl)(=O)=O. The catalyst is ClCCl. The product is [CH3:1][N:2]([CH2:18][C:19]1[CH:20]=[C:21]([CH:22]=[CH:23][CH:24]=1)[C:25]([NH:26][C:27]1[CH:32]=[CH:31][C:30]([N:33]2[CH2:34][CH2:35][CH2:36][CH2:37][CH2:38]2)=[CH:29][C:28]=1[C:39]1[CH:44]=[C:43]([CH:42]=[CH:41][N:40]=1)[C:45]([NH:46][CH2:47][C:48]1[CH:53]=[CH:52][CH:51]=[C:50]([C:54]([F:55])([F:57])[F:56])[CH:49]=1)=[O:58])=[O:59])[CH2:3][CH2:4][N:5]1[CH2:6][CH2:7][N:8]([CH3:11])[CH2:9][CH2:10]1. The yield is 0.280.